From a dataset of Reaction yield outcomes from USPTO patents with 853,638 reactions. Predict the reaction yield, written as a fraction of the theoretical maximum amount of product (1.0 means a 100% yield; for example, 0.34 means a 34% yield). (1) The reactants are [CH3:1][O:2][C:3]1[CH:4]=[C:5](/[CH:11]=[CH:12]/[C:13]#[N:14])[CH:6]=[CH:7][C:8]=1[O:9][CH3:10].[BH4-].[Na+].Cl. The catalyst is N1C=CC=CC=1.CO. The product is [CH3:1][O:2][C:3]1[CH:4]=[C:5]([CH2:11][CH2:12][C:13]#[N:14])[CH:6]=[CH:7][C:8]=1[O:9][CH3:10]. The yield is 0.820. (2) The product is [C:1]([C:3]1[C:8]2[S:9][CH:10]=[CH:11][C:7]=2[C:6]([NH:12][C@H:13]([C@@H:17]([OH:19])[CH3:18])[C:14]([NH:29][NH:28][C:20](=[O:27])[C:21]2[CH:26]=[CH:25][CH:24]=[CH:23][CH:22]=2)=[O:16])=[CH:5][CH:4]=1)#[N:2]. The catalyst is C1COCC1.CN(C=O)C. The reactants are [C:1]([C:3]1[C:8]2[S:9][CH:10]=[CH:11][C:7]=2[C:6]([NH:12][C@H:13]([C@@H:17]([OH:19])[CH3:18])[C:14]([OH:16])=O)=[CH:5][CH:4]=1)#[N:2].[C:20]([NH:28][NH2:29])(=[O:27])[C:21]1[CH:26]=[CH:25][CH:24]=[CH:23][CH:22]=1.C1C=CC2N(O)N=NC=2C=1.C(Cl)CCl.CCN(CC)CC. The yield is 0.760. (3) The reactants are [NH2:1][C:2]1[CH:3]=[C:4]([CH:9]=[CH:10][C:11]=1[CH3:12])[C:5]([O:7][CH3:8])=[O:6].[C:13](O[C:13]([O:15][C:16]([CH3:19])([CH3:18])[CH3:17])=[O:14])([O:15][C:16]([CH3:19])([CH3:18])[CH3:17])=[O:14]. The catalyst is C1COCC1. The product is [C:16]([O:15][C:13]([NH:1][C:2]1[CH:3]=[C:4]([CH:9]=[CH:10][C:11]=1[CH3:12])[C:5]([O:7][CH3:8])=[O:6])=[O:14])([CH3:19])([CH3:18])[CH3:17]. The yield is 0.990. (4) The reactants are [Cl:1][C:2]1[CH:10]=[C:9]([C:11]2[CH2:15][C:14]([C:20]3[CH:25]=[C:24]([Cl:26])[CH:23]=[C:22]([Cl:27])[CH:21]=3)([C:16]([F:19])([F:18])[F:17])[O:13][N:12]=2)[CH:8]=[CH:7][C:3]=1[CH:4]=[N:5][OH:6].ClN1C(=O)CCC1=O.[F:36][C:37]([F:41])([F:40])[CH2:38][NH2:39].C(N(CC)CC)C. The catalyst is CN(C=O)C.C1COCC1. The product is [Cl:1][C:2]1[CH:10]=[C:9]([C:11]2[CH2:15][C:14]([C:20]3[CH:21]=[C:22]([Cl:27])[CH:23]=[C:24]([Cl:26])[CH:25]=3)([C:16]([F:19])([F:18])[F:17])[O:13][N:12]=2)[CH:8]=[CH:7][C:3]=1[C:4]([NH:5][OH:6])=[N:39][CH2:38][C:37]([F:41])([F:40])[F:36]. The yield is 0.400. (5) The reactants are [Cl:1][C:2]1[CH:3]=[C:4]([C:29](O)=[O:30])[CH:5]=[N:6][C:7]=1[NH:8][NH:9][C:10]([NH:12][C@H:13]1[C:22]2[C:17](=[CH:18][CH:19]=[CH:20][CH:21]=2)[CH2:16][CH2:15][C@H:14]1[C:23]1[CH:28]=[CH:27][CH:26]=[CH:25][CH:24]=1)=[S:11].[CH2:32]1[C@H:37]([NH2:38])[C:35](=[O:36])[S:34][CH2:33]1.CCN(C(C)C)C(C)C.CN(C(ON1N=NC2C=CC=NC1=2)=[N+](C)C)C.F[P-](F)(F)(F)(F)F. The catalyst is CC(N(C)C)=O. The product is [Cl:1][C:2]1[CH:3]=[C:4]([C:29]([NH:38][CH:37]2[CH2:32][CH2:33][S:34][C:35]2=[O:36])=[O:30])[CH:5]=[N:6][C:7]=1[NH:8][NH:9][C:10]([NH:12][C@H:13]1[C:22]2[C:17](=[CH:18][CH:19]=[CH:20][CH:21]=2)[CH2:16][CH2:15][C@H:14]1[C:23]1[CH:28]=[CH:27][CH:26]=[CH:25][CH:24]=1)=[S:11]. The yield is 0.450.